Dataset: Catalyst prediction with 721,799 reactions and 888 catalyst types from USPTO. Task: Predict which catalyst facilitates the given reaction. (1) Reactant: C(O)(=O)C.[C:5]([O:9][C:10]([N:12]1[CH2:24][CH2:23][C:15]2([N:19]=[C:18](SC)[NH:17][C:16]2=[O:22])[CH2:14][CH2:13]1)=[O:11])([CH3:8])([CH3:7])[CH3:6].[F:25][C:26]([F:35])([F:34])[C:27]1[CH:28]=[C:29]([CH:31]=[CH:32][CH:33]=1)[NH2:30].C(=O)(O)[O-].[Na+]. Product: [C:5]([O:9][C:10]([N:12]1[CH2:24][CH2:23][C:15]2([N:19]=[C:18]([NH:30][C:29]3[CH:31]=[CH:32][CH:33]=[C:27]([C:26]([F:25])([F:34])[F:35])[CH:28]=3)[NH:17][C:16]2=[O:22])[CH2:14][CH2:13]1)=[O:11])([CH3:8])([CH3:7])[CH3:6]. The catalyst class is: 44. (2) Reactant: [NH:1]([C:16]([O:18][C:19]([CH3:22])([CH3:21])[CH3:20])=[O:17])[C@H:2]([C:13]([OH:15])=[O:14])[CH2:3][C:4]1[CH:9]=[CH:8][C:7]([N+:10]([O-:12])=[O:11])=[CH:6][CH:5]=1.Cl.CN(C)[CH2:26][CH2:27]CN=C=NCC.C(O)C.CN(C1C=CC=CN=1)C. Product: [NH:1]([C:16]([O:18][C:19]([CH3:22])([CH3:21])[CH3:20])=[O:17])[C@H:2]([C:13]([O:15][CH2:26][CH3:27])=[O:14])[CH2:3][C:4]1[CH:9]=[CH:8][C:7]([N+:10]([O-:12])=[O:11])=[CH:6][CH:5]=1. The catalyst class is: 4. (3) Reactant: [C:1]([C:3]1[CH:17]=[C:16](I)[C:6]2[N:7]([C:10]3[CH:15]=[CH:14][CH:13]=[CH:12][CH:11]=3)[CH:8]=[N:9][C:5]=2[CH:4]=1)#[N:2].C1(C)C=CC=CC=1.[C:26]([C:28]1[CH:29]=[C:30](B(O)O)[CH:31]=[CH:32][CH:33]=1)#[N:27].C(=O)([O-])[O-].[K+].[K+]. Product: [C:1]([C:3]1[CH:17]=[C:16]([C:32]2[CH:31]=[CH:30][CH:29]=[C:28]([C:26]#[N:27])[CH:33]=2)[C:6]2[N:7]([C:10]3[CH:15]=[CH:14][CH:13]=[CH:12][CH:11]=3)[CH:8]=[N:9][C:5]=2[CH:4]=1)#[N:2]. The catalyst class is: 461.